From a dataset of Reaction yield outcomes from USPTO patents with 853,638 reactions. Predict the reaction yield, written as a fraction of the theoretical maximum amount of product (1.0 means a 100% yield; for example, 0.34 means a 34% yield). The reactants are C([Li])(CC)C.C1C[C@H]2N(C[C@H]3[C@@H]4CCCCN4C[C@@H]2C3)CC1.[C:23]([N:30]1[CH2:34][CH2:33][CH2:32][CH2:31]1)([O:25][C:26]([CH3:29])([CH3:28])[CH3:27])=[O:24].[CH2:35]([N:42]([CH2:53][C:54]1[CH:59]=[CH:58][CH:57]=[CH:56][CH:55]=1)[C@@H:43]([CH2:46][C:47]1[CH:52]=[CH:51][CH:50]=[CH:49][CH:48]=1)[CH:44]=[O:45])[C:36]1[CH:41]=[CH:40][CH:39]=[CH:38][CH:37]=1. The catalyst is C(OCC)C.C(O)(=O)C. The product is [C:26]([O:25][C:23]([N:30]1[CH2:31][CH2:32][CH2:33][C@@H:34]1[C@@H:44]([OH:45])[C@@H:43]([N:42]([CH2:35][C:36]1[CH:37]=[CH:38][CH:39]=[CH:40][CH:41]=1)[CH2:53][C:54]1[CH:55]=[CH:56][CH:57]=[CH:58][CH:59]=1)[CH2:46][C:47]1[CH:52]=[CH:51][CH:50]=[CH:49][CH:48]=1)=[O:24])([CH3:29])([CH3:28])[CH3:27]. The yield is 0.600.